From a dataset of Peptide-MHC class II binding affinity with 134,281 pairs from IEDB. Regression. Given a peptide amino acid sequence and an MHC pseudo amino acid sequence, predict their binding affinity value. This is MHC class II binding data. The binding affinity (normalized) is 0.275. The peptide sequence is LKATKQIINFDQTDF. The MHC is DRB1_0101 with pseudo-sequence DRB1_0101.